Dataset: Forward reaction prediction with 1.9M reactions from USPTO patents (1976-2016). Task: Predict the product of the given reaction. (1) The product is: [C:1]([NH:5][S:6]([C:9]1[CH:14]=[C:13]([B:16]([OH:21])[OH:17])[CH:12]=[N:11][CH:10]=1)(=[O:8])=[O:7])([CH3:4])([CH3:3])[CH3:2]. Given the reactants [C:1]([NH:5][S:6]([C:9]1[CH:10]=[N:11][CH:12]=[C:13](Br)[CH:14]=1)(=[O:8])=[O:7])([CH3:4])([CH3:3])[CH3:2].[B:16](OC(C)C)([O:21]C(C)C)[O:17]C(C)C.C([Li])CCC.CCCCCC, predict the reaction product. (2) Given the reactants [F:1][C:2]1[CH:3]=[C:4]([CH:8]=[C:9]([F:12])[C:10]=1[F:11])[C:5]([OH:7])=[O:6].C(=O)(O[C:15]([CH3:18])([CH3:17])[CH3:16])O[C:15]([CH3:18])([CH3:17])[CH3:16], predict the reaction product. The product is: [C:15]([O:6][C:5](=[O:7])[C:4]1[CH:3]=[C:2]([F:1])[C:10]([F:11])=[C:9]([F:12])[CH:8]=1)([CH3:18])([CH3:17])[CH3:16]. (3) The product is: [CH2:2]([S:34]([C:15]1[C:20]([C:21]2[S:22][C:23]3[CH:29]=[CH:28][C:27]([C:30]([F:32])([F:33])[F:31])=[CH:26][C:24]=3[N:25]=2)=[CH:19][CH:18]=[CH:17][N:16]=1)(=[O:38])=[O:36])[CH3:11]. Given the reactants Cl[C:2]1C=C(C=C[CH:11]=1)C(OO)=O.C(S[C:15]1[C:20]([C:21]2[S:22][C:23]3[CH:29]=[CH:28][C:27]([C:30]([F:33])([F:32])[F:31])=[CH:26][C:24]=3[N:25]=2)=[CH:19][CH:18]=[CH:17][N:16]=1)C.[S:34]([O-:38])([O-])(=[O:36])=S.[Na+].[Na+], predict the reaction product. (4) Given the reactants [NH2:1][C:2]1[C:7]([CH3:8])=[CH:6][CH:5]=[CH:4][N:3]=1.[C:9]([CH:12]1[CH2:17][CH2:16]O[C:13]1=[O:14])(=O)[CH3:10].[OH-].[Na+].P(Cl)(Cl)([Cl:22])=O, predict the reaction product. The product is: [Cl:22][CH2:16][CH2:17][C:12]1[C:13](=[O:14])[N:3]2[CH:4]=[CH:5][CH:6]=[C:7]([CH3:8])[C:2]2=[N:1][C:9]=1[CH3:10]. (5) Given the reactants [ClH:1].[OH:2][C:3]1([C:29]([F:32])([F:31])[F:30])[CH2:8][C:7](=[O:9])[NH:6][C:5]2[NH:10][N:11]=[C:12]([CH:13]3[CH2:18][CH2:17][N:16]([C:19]4[N:20]=[N:21][C:22]([O:25][CH:26]([CH3:28])[CH3:27])=[CH:23][CH:24]=4)[CH2:15][CH2:14]3)[C:4]1=2, predict the reaction product. The product is: [ClH:1].[OH:2][C:3]1([C:29]([F:30])([F:31])[F:32])[CH2:8][C:7](=[O:9])[NH:6][C:5]2[NH:10][N:11]=[C:12]([CH:13]3[CH2:18][CH2:17][N:16]([C:19]4[N:20]=[N:21][C:22]([O:25][CH:26]([CH3:28])[CH3:27])=[CH:23][CH:24]=4)[CH2:15][CH2:14]3)[C:4]1=2. (6) The product is: [CH3:30][C:2]1[CH:3]=[CH:4][C:5]([C:6]([CH:8]2[CH2:9][CH2:10][N:11]([C:14]([C:16]3[CH:21]=[CH:20][C:19]([N:22]4[CH2:26][CH2:25][O:24][C:23]4=[O:27])=[CH:18][CH:17]=3)=[O:15])[CH2:12][CH2:13]2)=[O:7])=[CH:28][CH:29]=1. Given the reactants Cl[C:2]1[CH:29]=[CH:28][C:5]([C:6]([CH:8]2[CH2:13][CH2:12][N:11]([C:14]([C:16]3[CH:21]=[CH:20][C:19]([N:22]4[CH2:26][CH2:25][O:24][C:23]4=[O:27])=[CH:18][CH:17]=3)=[O:15])[CH2:10][CH2:9]2)=[O:7])=[CH:4][CH:3]=1.[CH3:30]B(O)O.C1(P(C2CCCCC2)C2C=CC=CC=2C2C(OC)=CC=CC=2OC)CCCCC1.[F-].[K+], predict the reaction product. (7) Given the reactants [CH2:1]([C:3]1[CH:4]=[C:5]([C:12]([O:14]C)=[O:13])[CH:6]=[C:7]2C=1N[N:9]=[CH:8]2)[CH3:2].C([O-])([O-])=O.[K+].[K+].[I:22]I.OS([O-])=O.[Na+].C[N:30]([CH:32]=O)[CH3:31], predict the reaction product. The product is: [CH3:31][N:30]1[C:32]2[C:7](=[CH:6][C:5]([C:12]([OH:14])=[O:13])=[CH:4][C:3]=2[CH2:1][CH3:2])[C:8]([I:22])=[N:9]1.